From a dataset of NCI-60 drug combinations with 297,098 pairs across 59 cell lines. Regression. Given two drug SMILES strings and cell line genomic features, predict the synergy score measuring deviation from expected non-interaction effect. (1) Drug 1: C1=CC=C(C=C1)NC(=O)CCCCCCC(=O)NO. Drug 2: C1C(C(OC1N2C=NC(=NC2=O)N)CO)O. Cell line: UACC62. Synergy scores: CSS=25.6, Synergy_ZIP=-7.17, Synergy_Bliss=-2.47, Synergy_Loewe=-0.269, Synergy_HSA=-0.497. (2) Drug 1: C1CCC(C1)C(CC#N)N2C=C(C=N2)C3=C4C=CNC4=NC=N3. Drug 2: CN1CCC(CC1)COC2=C(C=C3C(=C2)N=CN=C3NC4=C(C=C(C=C4)Br)F)OC. Cell line: HT29. Synergy scores: CSS=2.60, Synergy_ZIP=1.96, Synergy_Bliss=4.54, Synergy_Loewe=-6.84, Synergy_HSA=-0.868. (3) Drug 1: CC1CCC2CC(C(=CC=CC=CC(CC(C(=O)C(C(C(=CC(C(=O)CC(OC(=O)C3CCCCN3C(=O)C(=O)C1(O2)O)C(C)CC4CCC(C(C4)OC)OCCO)C)C)O)OC)C)C)C)OC. Drug 2: C(CCl)NC(=O)N(CCCl)N=O. Cell line: TK-10. Synergy scores: CSS=19.3, Synergy_ZIP=-8.50, Synergy_Bliss=-4.63, Synergy_Loewe=-20.6, Synergy_HSA=-3.05. (4) Drug 1: CN(CC1=CN=C2C(=N1)C(=NC(=N2)N)N)C3=CC=C(C=C3)C(=O)NC(CCC(=O)O)C(=O)O. Drug 2: CC(C)CN1C=NC2=C1C3=CC=CC=C3N=C2N. Cell line: PC-3. Synergy scores: CSS=56.7, Synergy_ZIP=8.76, Synergy_Bliss=1.74, Synergy_Loewe=-17.3, Synergy_HSA=1.04. (5) Drug 1: CN(C)N=NC1=C(NC=N1)C(=O)N. Drug 2: CC1C(C(CC(O1)OC2CC(CC3=C2C(=C4C(=C3O)C(=O)C5=C(C4=O)C(=CC=C5)OC)O)(C(=O)CO)O)N)O.Cl. Cell line: HS 578T. Synergy scores: CSS=42.6, Synergy_ZIP=0.0559, Synergy_Bliss=-0.878, Synergy_Loewe=-22.3, Synergy_HSA=1.22.